This data is from Peptide-MHC class II binding affinity with 134,281 pairs from IEDB. The task is: Regression. Given a peptide amino acid sequence and an MHC pseudo amino acid sequence, predict their binding affinity value. This is MHC class II binding data. (1) The peptide sequence is SQDLELSWDLNGLQAY. The MHC is HLA-DQA10301-DQB10302 with pseudo-sequence HLA-DQA10301-DQB10302. The binding affinity (normalized) is 0.554. (2) The peptide sequence is SGHAFGAMAKKGDEQ. The MHC is DRB1_0101 with pseudo-sequence DRB1_0101. The binding affinity (normalized) is 0.447. (3) The peptide sequence is TVQKGSDPKKLVLNI. The MHC is DRB1_0101 with pseudo-sequence DRB1_0101. The binding affinity (normalized) is 0.239. (4) The peptide sequence is GLRRLTTLLRALGAQ. The MHC is DRB1_0405 with pseudo-sequence DRB1_0405. The binding affinity (normalized) is 0.342. (5) The peptide sequence is SARLRLLRDRLVEGV. The MHC is HLA-DPA10103-DPB10401 with pseudo-sequence HLA-DPA10103-DPB10401. The binding affinity (normalized) is 0.222. (6) The binding affinity (normalized) is 0. The peptide sequence is SMSMILVGV. The MHC is DRB1_1101 with pseudo-sequence DRB1_1101.